The task is: Predict the reactants needed to synthesize the given product.. This data is from Full USPTO retrosynthesis dataset with 1.9M reactions from patents (1976-2016). (1) The reactants are: [C:1]1([N:7]2[C:25](=[O:26])[C:10]3=[CH:11][NH:12][C:13]4[CH:14]=[CH:15][C:16]([N:19]5[CH2:24][CH2:23][NH:22][CH2:21][CH2:20]5)=[CH:17][C:18]=4[C:9]3=[N:8]2)[CH:6]=[CH:5][CH:4]=[CH:3][CH:2]=1.NC1C=CC2NC=C3C(=O)N(C4C=CC([Cl:47])=CC=4)N=C3C=2C=1. Given the product [Cl:47][C:4]1[CH:5]=[CH:6][C:1]([N:7]2[C:25](=[O:26])[C:10]3=[CH:11][NH:12][C:13]4[CH:14]=[CH:15][C:16]([N:19]5[CH2:20][CH2:21][NH:22][CH2:23][CH2:24]5)=[CH:17][C:18]=4[C:9]3=[N:8]2)=[CH:2][CH:3]=1, predict the reactants needed to synthesize it. (2) Given the product [F:8][C:7]1[CH:6]=[CH:5][C:4]([C:9]2[NH:10][C:11]([CH:21]([CH3:23])[CH3:22])=[N:12][C:13]=2[C:14]2[CH:19]=[CH:18][CH:17]=[C:16]([CH3:20])[N:15]=2)=[CH:3][C:2]=1[C:32]1[CH:37]=[CH:36][C:35]([NH:38][S:39]([CH:42]2[CH2:44][CH2:43]2)(=[O:40])=[O:41])=[CH:34][CH:33]=1, predict the reactants needed to synthesize it. The reactants are: Br[C:2]1[CH:3]=[C:4]([C:9]2[N:10]=[C:11]([CH:21]([CH3:23])[CH3:22])[NH:12][C:13]=2[C:14]2[CH:19]=[CH:18][CH:17]=[C:16]([CH3:20])[N:15]=2)[CH:5]=[CH:6][C:7]=1[F:8].CC1(C)C(C)(C)OB([C:32]2[CH:37]=[CH:36][C:35]([NH:38][S:39]([CH:42]3[CH2:44][CH2:43]3)(=[O:41])=[O:40])=[CH:34][CH:33]=2)O1. (3) Given the product [CH3:32][C@H:28]([O:27][C:25]1[CH:24]=[CH:23][CH:22]=[C:21]2[C:26]=1[C:17]([NH:16][C:12]1[CH:11]=[C:10]3[C:15](=[CH:14][CH:13]=1)[N:7]([CH2:6][C:4]1[N:3]=[CH:2][S:1][CH:5]=1)[N:8]=[CH:9]3)=[N:18][CH:19]=[N:20]2)[C:29]([N:33]1[CH2:38][CH2:37][O:36][CH2:35][CH2:34]1)=[O:31], predict the reactants needed to synthesize it. The reactants are: [S:1]1[CH:5]=[C:4]([CH2:6][N:7]2[C:15]3[C:10](=[CH:11][C:12]([NH:16][C:17]4[C:26]5[C:21](=[CH:22][CH:23]=[CH:24][C:25]=5[O:27][C@@H:28]([CH3:32])[C:29]([OH:31])=O)[N:20]=[CH:19][N:18]=4)=[CH:13][CH:14]=3)[CH:9]=[N:8]2)[N:3]=[CH:2]1.[NH:33]1[CH2:38][CH2:37][O:36][CH2:35][CH2:34]1. (4) Given the product [CH3:1][O:2][CH2:3][CH2:4][O:5][CH:6]1[CH2:15][CH2:14][C:9](=[O:10])[CH2:8][CH2:7]1, predict the reactants needed to synthesize it. The reactants are: [CH3:1][O:2][CH2:3][CH2:4][O:5][CH:6]1[CH2:15][CH2:14][C:9]2(OCC[O:10]2)[CH2:8][CH2:7]1.C(=O)([O-])[O-].[Na+].[Na+].